This data is from Full USPTO retrosynthesis dataset with 1.9M reactions from patents (1976-2016). The task is: Predict the reactants needed to synthesize the given product. (1) Given the product [Br:12][C:2]1[C:3]([C:10]#[N:11])=[CH:4][NH:5][C:6](=[O:8])[CH:7]=1, predict the reactants needed to synthesize it. The reactants are: I[C:2]1[CH:7]=[C:6]([O:8]C)[N:5]=[CH:4][C:3]=1[C:10]#[N:11].[BrH:12].[NH+]1C=CC=CC=1. (2) Given the product [CH3:1][CH:2]([CH2:28][CH3:29])[CH:3]([C:8]1[C:9]([CH3:27])=[N:10][C:11]([N:21]2[CH2:26][CH2:25][CH2:24][CH2:23][CH2:22]2)=[N:12][C:13]=1[C:14]1[CH:19]=[CH:18][C:17]([CH3:20])=[CH:16][CH:15]=1)[C:4]([OH:6])=[O:5], predict the reactants needed to synthesize it. The reactants are: [CH3:1][CH:2]([CH2:28][CH3:29])[CH:3]([C:8]1[C:9]([CH3:27])=[N:10][C:11]([N:21]2[CH2:26][CH2:25][CH2:24][CH2:23][CH2:22]2)=[N:12][C:13]=1[C:14]1[CH:19]=[CH:18][C:17]([CH3:20])=[CH:16][CH:15]=1)[C:4]([O:6]C)=[O:5].[OH-].[Na+]. (3) Given the product [I:1][C:2]1[C:7]([I:8])=[C:6]([I:9])[CH:5]=[C:4]2[C:3]=1[C:13]([CH3:17])([CH3:12])[C:14]([CH3:15])=[N:10]2, predict the reactants needed to synthesize it. The reactants are: [I:1][C:2]1[CH:3]=[C:4]([NH:10]N)[CH:5]=[C:6]([I:9])[C:7]=1[I:8].[CH3:12][CH:13]([CH3:17])[C:14](=O)[CH3:15]. (4) Given the product [CH2:1]([C:5]1[CH2:6][CH2:7][CH2:8][C:9]2([CH3:20])[C:18]=1[CH2:17][CH2:16][C:15]1[CH:14]=[C:13]([OH:19])[CH:12]=[CH:11][C:10]2=1)[CH2:2][CH2:3][CH3:4], predict the reactants needed to synthesize it. The reactants are: [CH2:1]([C:5]1[C:6](=O)[CH2:7][CH2:8][C:9]2([CH3:20])[C:18]=1[CH2:17][CH2:16][C:15]1[C:10]2=[CH:11][CH:12]=[C:13]([OH:19])[CH:14]=1)[CH2:2][CH2:3][CH3:4]. (5) Given the product [CH3:54][N:46]1[C:47]2[N:48]=[CH:49][N:50]=[C:51]([NH2:53])[C:52]=2[C:44]([C:2]2[CH:3]=[C:4]3[C:8](=[CH:9][CH:10]=2)[N:7]([C:11](=[O:19])[CH2:12][C:13]2[CH:18]=[CH:17][CH:16]=[CH:15][CH:14]=2)[CH2:6][CH2:5]3)=[CH:45]1, predict the reactants needed to synthesize it. The reactants are: Br[C:2]1[CH:3]=[C:4]2[C:8](=[CH:9][CH:10]=1)[N:7]([C:11](=[O:19])[CH2:12][C:13]1[CH:18]=[CH:17][CH:16]=[CH:15][CH:14]=1)[CH2:6][CH2:5]2.B1(B2OC(C)(C)C(C)(C)O2)OC(C)(C)C(C)(C)O1.C([O-])(=O)C.[K+].Br[C:44]1[C:52]2[C:51]([NH2:53])=[N:50][CH:49]=[N:48][C:47]=2[N:46]([CH3:54])[CH:45]=1.C([O-])(O)=O.[Na+]. (6) Given the product [Br:1][C:2]1[CH:3]=[N:7][C:8]2[N:12]([N:11]=[C:10]([C:13]([OH:15])=[O:14])[N:9]=2)[CH:5]=1, predict the reactants needed to synthesize it. The reactants are: [Br:1][CH:2]([CH:5]=O)[CH:3]=O.[NH2:7][C:8]1[NH:12][N:11]=[C:10]([C:13]([OH:15])=[O:14])[N:9]=1. (7) Given the product [CH3:36][O:35][C:33]([C:32]1[CH:37]=[CH:38][C:29]([N:3]2[C:2](=[O:1])[C:6]3([CH2:7][CH2:8][N:9]([C:12]([O:14][CH2:15][C:16]4[CH:17]=[CH:18][CH:19]=[CH:20][CH:21]=4)=[O:13])[CH2:10][CH2:11]3)[N:5]([C:22]3[CH:27]=[CH:26][CH:25]=[CH:24][CH:23]=3)[CH2:4]2)=[CH:30][CH:31]=1)=[O:34], predict the reactants needed to synthesize it. The reactants are: [O:1]=[C:2]1[C:6]2([CH2:11][CH2:10][N:9]([C:12]([O:14][CH2:15][C:16]3[CH:21]=[CH:20][CH:19]=[CH:18][CH:17]=3)=[O:13])[CH2:8][CH2:7]2)[N:5]([C:22]2[CH:27]=[CH:26][CH:25]=[CH:24][CH:23]=2)[CH2:4][NH:3]1.F[C:29]1[CH:38]=[CH:37][C:32]([C:33]([O:35][CH3:36])=[O:34])=[CH:31][CH:30]=1.C(=O)([O-])[O-].[K+].[K+]. (8) Given the product [Cl:1][C:2]1[CH:3]=[CH:4][C:5]([CH2:6][CH2:7][NH:8][C:9]([C:11]2[CH:33]=[CH:32][C:14]([O:15][C:16]3[CH:21]=[CH:20][C:19]([CH2:22][C:23]([OH:25])=[O:24])=[CH:18][C:17]=3[C:28]([F:29])([F:30])[F:31])=[CH:13][CH:12]=2)=[O:10])=[CH:34][CH:35]=1, predict the reactants needed to synthesize it. The reactants are: [Cl:1][C:2]1[CH:35]=[CH:34][C:5]([CH2:6][CH2:7][NH:8][C:9]([C:11]2[CH:33]=[CH:32][C:14]([O:15][C:16]3[CH:21]=[CH:20][C:19]([CH2:22][C:23]([O:25]CC)=[O:24])=[CH:18][C:17]=3[C:28]([F:31])([F:30])[F:29])=[CH:13][CH:12]=2)=[O:10])=[CH:4][CH:3]=1.O[Li].O.